The task is: Predict the reactants needed to synthesize the given product.. This data is from Full USPTO retrosynthesis dataset with 1.9M reactions from patents (1976-2016). (1) Given the product [Br:1][C:2]1[CH:7]=[C:6]2[N:8]([C:18]3[N:26]=[C:25]([NH2:27])[N:24]=[C:23]4[C:19]=3[N:20]=[CH:21][NH:22]4)[CH2:9][C:10]3([CH2:11][CH2:12][N:13]([CH3:16])[CH2:15]3)[C:5]2=[CH:4][CH:3]=1, predict the reactants needed to synthesize it. The reactants are: [Br:1][C:2]1[CH:7]=[C:6]2[NH:8][CH2:9][C:10]3([CH2:15]C[N:13]([CH3:16])[CH2:12][CH2:11]3)[C:5]2=[CH:4][CH:3]=1.Cl[C:18]1[N:26]=[C:25]([NH2:27])[N:24]=[C:23]2[C:19]=1[N:20]=[CH:21][NH:22]2. (2) Given the product [C:65]([C:64]1[C:54]([N:51]2[CH2:50][CH2:49][CH:48]([S:45]([NH:44][C:10](=[O:12])[CH2:9][C:6]3[CH:5]=[CH:4][C:3]([O:2][CH3:1])=[CH:8][CH:7]=3)(=[O:46])=[O:47])[CH2:53][CH2:52]2)=[N:55][C:56]([CH3:67])=[C:57]([CH:63]=1)[C:58]([O:60][CH2:61][CH3:62])=[O:59])#[N:66], predict the reactants needed to synthesize it. The reactants are: [CH3:1][O:2][C:3]1[CH:8]=[CH:7][C:6]([CH2:9][C:10]([OH:12])=O)=[CH:5][CH:4]=1.CN(C(ON1N=NC2C=CC=CC1=2)=[N+](C)C)C.[B-](F)(F)(F)F.CCN(C(C)C)C(C)C.[NH2:44][S:45]([CH:48]1[CH2:53][CH2:52][N:51]([C:54]2[C:64]([C:65]#[N:66])=[CH:63][C:57]([C:58]([O:60][CH2:61][CH3:62])=[O:59])=[C:56]([CH3:67])[N:55]=2)[CH2:50][CH2:49]1)(=[O:47])=[O:46].C([O-])(O)=O.[Na+]. (3) Given the product [CH2:11]([N:15]1[C:27](=[O:28])[C:26]([C:24]([O:23][CH3:22])=[O:25])=[C:31]([OH:32])[C:3]2[CH2:4][CH2:5][CH2:6][CH2:7][CH2:8][CH2:9][C:2]1=2)[CH2:12][CH2:13][CH3:14], predict the reactants needed to synthesize it. The reactants are: Cl.[C:2]1(=O)[CH2:9][CH2:8][CH2:7][CH2:6][CH2:5][CH2:4][CH2:3]1.[CH2:11]([NH2:15])[CH2:12][CH2:13][CH3:14].C(=O)([O-])[O-].[Na+].[Na+].[CH3:22][O:23][C:24]([CH:26]([C:31](OC)=[O:32])[C:27](OC)=[O:28])=[O:25]. (4) Given the product [F:14][C:13]([F:16])([F:15])[C:12]([NH:11][CH2:10][CH2:9][CH2:8][C:4]1[CH:5]=[CH:6][CH:7]=[C:2]([C:19]#[C:18][CH:20]2[CH2:25][CH2:24][CH2:23][CH2:22][CH:21]2[OH:26])[CH:3]=1)=[O:17], predict the reactants needed to synthesize it. The reactants are: Br[C:2]1[CH:3]=[C:4]([CH2:8][CH2:9][CH2:10][NH:11][C:12](=[O:17])[C:13]([F:16])([F:15])[F:14])[CH:5]=[CH:6][CH:7]=1.[C:18]([CH:20]1[CH2:25][CH2:24][CH2:23][CH2:22][CH:21]1[OH:26])#[CH:19]. (5) Given the product [Cl:13][C:14]1[CH:15]=[CH:16][C:17]([C:20]2[N:21]([CH2:26][CH3:27])[C:22]([C:8](=[O:11])[CH2:9][CH3:10])=[CH:23][C:24]=2[CH3:25])=[CH:18][CH:19]=1, predict the reactants needed to synthesize it. The reactants are: P(Cl)(Cl)(Cl)=O.CN(C)[C:8](=[O:11])[CH2:9][CH3:10].[Cl:13][C:14]1[CH:19]=[CH:18][C:17]([C:20]2[N:21]([CH2:26][CH3:27])[CH:22]=[CH:23][C:24]=2[CH3:25])=[CH:16][CH:15]=1.O.O.O.C([O-])(=O)C.[Na+].